Dataset: Reaction yield outcomes from USPTO patents with 853,638 reactions. Task: Predict the reaction yield, written as a fraction of the theoretical maximum amount of product (1.0 means a 100% yield; for example, 0.34 means a 34% yield). The catalyst is N. The yield is 1.00. The reactants are [F:1][C:2]1[CH:7]=[CH:6][C:5]([F:8])=[CH:4][C:3]=1[C@:9]1([CH2:15][N:16]2[CH:20]=[N:19][CH:18]=[N:17]2)[O:12][C:11](=[O:13])[C@@H:10]1[CH3:14].C[N:22](C1C=CC=CN=1)C. The product is [F:1][C:2]1[CH:7]=[CH:6][C:5]([F:8])=[CH:4][C:3]=1[C@@:9]([OH:12])([CH2:15][N:16]1[CH:20]=[N:19][CH:18]=[N:17]1)[C@@H:10]([CH3:14])[C:11]([NH2:22])=[O:13].